This data is from Catalyst prediction with 721,799 reactions and 888 catalyst types from USPTO. The task is: Predict which catalyst facilitates the given reaction. Reactant: [F:1][C:2]1[C:7]([F:8])=[CH:6][CH:5]=[CH:4][C:3]=1B(O)O.[OH:12]O. Product: [F:1][C:2]1[C:7]([F:8])=[CH:6][CH:5]=[CH:4][C:3]=1[OH:12]. The catalyst class is: 4.